Predict the reaction yield, written as a fraction of the theoretical maximum amount of product (1.0 means a 100% yield; for example, 0.34 means a 34% yield). From a dataset of Reaction yield outcomes from USPTO patents with 853,638 reactions. (1) The catalyst is CN(C=O)C.O. The reactants are CCN(C(C)C)C(C)C.OC(C(F)(F)F)=O.[O:17]=[C:18]([N:35]1[CH2:40][CH2:39][NH:38][CH2:37][CH2:36]1)[CH2:19][NH:20][C:21]([C:23]1[CH:28]=[CH:27][C:26]([C:29]2[CH:34]=[CH:33][CH:32]=[CH:31][CH:30]=2)=[CH:25][CH:24]=1)=[O:22].C1C=CC2N(O)N=NC=2C=1.CCN=C=NCCCN(C)C.Cl.[Br:63][C:64]1[CH:72]=[CH:71][CH:70]=[CH:69][C:65]=1[C:66](O)=[O:67]. The yield is 0.560. The product is [Br:63][C:64]1[CH:72]=[CH:71][CH:70]=[CH:69][C:65]=1[C:66]([N:38]1[CH2:39][CH2:40][N:35]([C:18](=[O:17])[CH2:19][NH:20][C:21]([C:23]2[CH:24]=[CH:25][C:26]([C:29]3[CH:34]=[CH:33][CH:32]=[CH:31][CH:30]=3)=[CH:27][CH:28]=2)=[O:22])[CH2:36][CH2:37]1)=[O:67]. (2) The reactants are [F:1][C:2]1[C:3]([OH:11])=[N:4][CH:5]=[C:6]([N+:8]([O-:10])=[O:9])[CH:7]=1.[C:12]([O-])([O-])=O.[K+].[K+]. The catalyst is CN(C=O)C. The product is [F:1][C:2]1[C:3](=[O:11])[N:4]([CH3:12])[CH:5]=[C:6]([N+:8]([O-:10])=[O:9])[CH:7]=1. The yield is 0.930. (3) The reactants are [AlH4-].[Li+].[CH2:3]([O:10][CH2:11][C:12]1([C:25](OC)=[O:26])[CH2:17][CH2:16][N:15]([C:18]([O:20][C:21]([CH3:24])([CH3:23])[CH3:22])=[O:19])[CH2:14][CH2:13]1)[C:4]1[CH:9]=[CH:8][CH:7]=[CH:6][CH:5]=1. The catalyst is O1CCCC1. The product is [CH2:3]([O:10][CH2:11][C:12]1([CH2:25][OH:26])[CH2:13][CH2:14][N:15]([C:18]([O:20][C:21]([CH3:22])([CH3:23])[CH3:24])=[O:19])[CH2:16][CH2:17]1)[C:4]1[CH:9]=[CH:8][CH:7]=[CH:6][CH:5]=1. The yield is 0.460.